Dataset: Catalyst prediction with 721,799 reactions and 888 catalyst types from USPTO. Task: Predict which catalyst facilitates the given reaction. (1) Reactant: [CH:1]1([N:7]([CH2:20][CH3:21])[C:8](=O)[CH2:9][CH2:10][C:11]2[CH:16]=[CH:15][C:14]([O:17][CH3:18])=[CH:13][CH:12]=2)[CH2:6][CH2:5][CH2:4][CH2:3][CH2:2]1.[H-].[Al+3].[Li+].[H-].[H-].[H-].O.O.O.O.O.O.O.O.O.O.S([O-])([O-])(=O)=O.[Na+].[Na+]. Product: [CH3:18][O:17][C:14]1[CH:15]=[CH:16][C:11]([CH2:10][CH2:9][CH2:8][N:7]([CH:1]2[CH2:6][CH2:5][CH2:4][CH2:3][CH2:2]2)[CH2:20][CH3:21])=[CH:12][CH:13]=1. The catalyst class is: 7. (2) Reactant: Cl[C:2]1[O:3][C:4]2[C:5](=[C:7]([C:19]#[N:20])[C:8]([CH3:18])=[C:9]([C:12]3[CH:17]=[CH:16][CH:15]=[CH:14][CH:13]=3)[C:10]=2[F:11])[N:6]=1.C(N(C(C)C)CC)(C)C.[CH3:30][NH:31][CH2:32][CH2:33][OH:34]. Product: [F:11][C:10]1[C:9]([C:12]2[CH:17]=[CH:16][CH:15]=[CH:14][CH:13]=2)=[C:8]([CH3:18])[C:7]([C:19]#[N:20])=[C:5]2[C:4]=1[O:3][C:2]([N:31]([CH2:32][CH2:33][OH:34])[CH3:30])=[N:6]2. The catalyst class is: 4. (3) Reactant: [CH3:1][N:2]([CH3:31])[CH2:3][CH2:4][CH2:5][NH:6][C:7]([C:9]1[N:10]=[C:11]([NH:19][C:20]([C:22]2[N:23]([CH3:30])[CH:24]=[C:25]([N+:27]([O-])=O)[CH:26]=2)=[O:21])[S:12][C:13]=1[CH2:14][CH2:15][CH:16]([CH3:18])[CH3:17])=[O:8]. Product: [NH2:27][C:25]1[CH:26]=[C:22]([C:20]([NH:19][C:11]2[S:12][C:13]([CH2:14][CH2:15][CH:16]([CH3:18])[CH3:17])=[C:9]([C:7]([NH:6][CH2:5][CH2:4][CH2:3][N:2]([CH3:1])[CH3:31])=[O:8])[N:10]=2)=[O:21])[N:23]([CH3:30])[CH:24]=1. The catalyst class is: 19. (4) Reactant: Br[C:2]1[CH:21]=[CH:20][C:5]([C:6]([C@@H:8]2[CH2:12][CH2:11][CH2:10][C@H:9]2[C:13]([O:15][C:16]([CH3:19])([CH3:18])[CH3:17])=[O:14])=[O:7])=[CH:4][CH:3]=1.Br[C:23]1[CH:28]=[CH:27][C:26]([NH:29][C:30]2[S:31][C:32]3[CH:38]=[C:37]([F:39])[CH:36]=[CH:35][C:33]=3[N:34]=2)=[C:25]([F:40])[CH:24]=1.[F:41][C:42]1[CH:43]=[C:44]([C:63]2[CH:68]=[CH:67][C:66]([C:69]([C@@H:71]3[CH2:75][CH2:74][CH2:73][C@H:72]3[C:76]([O:78]C)=[O:77])=[O:70])=[CH:65][CH:64]=2)[CH:45]=[CH:46][C:47]=1[NH:48][C:49]1[S:50][C:51]2[CH:57]=[C:56](OC(F)(F)F)[CH:55]=[CH:54][C:52]=2[N:53]=1. Product: [F:40][C:25]1[CH:24]=[C:23]([C:2]2[CH:21]=[CH:20][C:5]([C:6]([C@@H:8]3[CH2:12][CH2:11][CH2:10][C@H:9]3[C:13]([O:15][C:16]([CH3:19])([CH3:18])[CH3:17])=[O:14])=[O:7])=[CH:4][CH:3]=2)[CH:28]=[CH:27][C:26]=1[NH:29][C:30]1[S:31][C:32]2[CH:38]=[C:37]([F:39])[CH:36]=[CH:35][C:33]=2[N:34]=1.[F:41][C:42]1[CH:43]=[C:44]([C:63]2[CH:64]=[CH:65][C:66]([C:69]([C@@H:71]3[CH2:75][CH2:74][CH2:73][C@H:72]3[C:76]([OH:78])=[O:77])=[O:70])=[CH:67][CH:68]=2)[CH:45]=[CH:46][C:47]=1[NH:48][C:49]1[S:50][C:51]2[CH:57]=[C:56]([F:39])[CH:55]=[CH:54][C:52]=2[N:53]=1. The catalyst class is: 137.